This data is from Reaction yield outcomes from USPTO patents with 853,638 reactions. The task is: Predict the reaction yield, written as a fraction of the theoretical maximum amount of product (1.0 means a 100% yield; for example, 0.34 means a 34% yield). (1) The reactants are C(OC([NH:8][CH2:9][C:10]([CH3:23])([O:12][C:13]1[CH:22]=[CH:21][C:16]([C:17]([O:19][CH3:20])=[O:18])=[CH:15][CH:14]=1)[CH3:11])=O)(C)(C)C.C1(OC)C=CC=CC=1. The catalyst is C(Cl)Cl.C(O)(C(F)(F)F)=O. The product is [NH2:8][CH2:9][C:10]([CH3:23])([O:12][C:13]1[CH:22]=[CH:21][C:16]([C:17]([O:19][CH3:20])=[O:18])=[CH:15][CH:14]=1)[CH3:11]. The yield is 1.00. (2) The reactants are C(OC(=O)[N:7]([CH2:40][CH3:41])[CH2:8][C:9]1[CH:10]=[N:11][CH:12]=[C:13]([C:16]2[CH:17]=[C:18]3[C:22](=[CH:23][CH:24]=2)[N:21](C2CCCCO2)[N:20]=[C:19]3[C:31]2[NH:35][C:34]3[CH2:36][CH2:37][CH2:38][CH2:39][C:33]=3[N:32]=2)[C:14]=1[CH3:15])(C)(C)C.C1(C)C(S(O)(=O)=O)=CC=CC=1.C(OCC)(=O)C. The catalyst is C(O)C.C(O)(=O)C. The product is [CH2:40]([NH:7][CH2:8][C:9]1[CH:10]=[N:11][CH:12]=[C:13]([C:16]2[CH:17]=[C:18]3[C:22](=[CH:23][CH:24]=2)[NH:21][N:20]=[C:19]3[C:31]2[NH:32][C:33]3[CH2:39][CH2:38][CH2:37][CH2:36][C:34]=3[N:35]=2)[C:14]=1[CH3:15])[CH3:41]. The yield is 0.640. (3) The reactants are [C:1]([O:5][C:6]([N:8]1[CH2:13][CH2:12][NH:11][CH2:10][CH2:9]1)=[O:7])([CH3:4])([CH3:3])[CH3:2].C(O[C:17]1(O[Si](C)(C)C)[CH2:19][CH2:18]1)C.C(O)(=O)C.C([BH3-])#N.[Na+]. The catalyst is C1COCC1.CO. The product is [C:1]([O:5][C:6]([N:8]1[CH2:13][CH2:12][N:11]([CH:17]2[CH2:19][CH2:18]2)[CH2:10][CH2:9]1)=[O:7])([CH3:4])([CH3:2])[CH3:3]. The yield is 1.00. (4) The reactants are [CH3:1][N:2]1[C@@H:18]2[CH2:19][C:7]3[CH:8]=[CH:9][C:10]([O:22][CH3:23])=[C:11]4[O:12][C@H:13]5[C:14]([O:20]C)=[CH:15][CH:16]=[C:17]2[C@:5]5([C:6]=34)[CH2:4][CH2:3]1.[OH:24]O.[OH-].[NH4+]. The catalyst is C(O)=O. The product is [CH3:1][N:2]1[C@@H:18]2[CH2:19][C:7]3[CH:8]=[CH:9][C:10]([O:22][CH3:23])=[C:11]4[O:12][CH:13]5[C:14]([CH:15]=[CH:16][C@:17]2([OH:24])[C@:5]5([C:6]=34)[CH2:4][CH2:3]1)=[O:20]. The yield is 0.750. (5) The reactants are [CH3:1][O:2][CH2:3][CH:4]1[CH2:8][N:7]([C:9](OC(C)(C)C)=[O:10])[CH:6]([C:16]2[NH:20][C:19]3[C:21]4[C:26]([CH:27]=[CH:28][C:18]=3[N:17]=2)=[CH:25][C:24]2[C:29]3[C:34]([CH2:35][O:36][C:23]=2[CH:22]=4)=[CH:33][C:32]([B:37]2[O:41][C:40]([CH3:43])([CH3:42])[C:39]([CH3:45])([CH3:44])[O:38]2)=[CH:31][CH:30]=3)[CH2:5]1.Cl.[CH3:47][O:48][C@H:49]([CH3:59])[C@H:50]([NH:54][C:55]([O:57][CH3:58])=[O:56])C(O)=O.CN(C(ON1N=NC2C=CC=NC1=2)=[N+](C)C)C.F[P-](F)(F)(F)(F)F.CCN(C(C)C)C(C)C. The catalyst is C(Cl)Cl.CO. The product is [CH3:58][O:57][C:55](=[O:56])[NH:54][CH:50]([CH:49]([O:48][CH3:47])[CH3:59])[C:9]([N:7]1[CH2:8][CH:4]([CH2:3][O:2][CH3:1])[CH2:5][CH:6]1[C:16]1[NH:20][C:19]2[C:21]3[C:26]([CH:27]=[CH:28][C:18]=2[N:17]=1)=[CH:25][C:24]1[C:29]2[C:34]([CH2:35][O:36][C:23]=1[CH:22]=3)=[CH:33][C:32]([B:37]1[O:38][C:39]([CH3:44])([CH3:45])[C:40]([CH3:43])([CH3:42])[O:41]1)=[CH:31][CH:30]=2)=[O:10]. The yield is 0.920.